The task is: Binary Classification. Given a miRNA mature sequence and a target amino acid sequence, predict their likelihood of interaction.. This data is from Experimentally validated miRNA-target interactions with 360,000+ pairs, plus equal number of negative samples. (1) The miRNA is hsa-miR-5090 with sequence CCGGGGCAGAUUGGUGUAGGGUG. The protein sequence of the target gene is MNLRSVFTVEQQRILQRYYENGMTNQSKNCFQLILQCAQETKLDFSVVRTWVGNKRRKMSSKNSESGTATTGTSLSAPDITVRNVVNIARPSSQQSSWTSANNDVIVTGIYSPASSSSRQGTNKHTDTQITEAHKIPIQKTATKNDTEFQLHIPVQRQVAHCKNASLLLGEKTIILSRQTSVLNAGNSVFNHAKKNYGNSSVQASEMTVPQKPSVCHRPCKIEPVGIQRSYKPEHTGPALHNLCGQKPTIRDPYCRTQNLEIREVFSLAVSDYPQRILGGNAPQKPSSAEGNCLSIAMET.... Result: 0 (no interaction). (2) The miRNA is mmu-miR-3095-5p with sequence AAGCUUUCUCAUCUGUGACACU. The protein sequence of the target gene is MTSKLAVALLAAFLLSAALCEAAVLSRMSTELRCQCIKTHSTPFHPKFIKELRVIESGPHCENSEIIVKLTNGNEVCLNPKEKWVQKVVQVFVKRAEKQDP. Result: 0 (no interaction). (3) The miRNA is mmu-miR-3101-5p with sequence GGUACCAUUGACUAAAGCUAG. The protein sequence of the target gene is MRVKDPSKDLPEKGKRNKRPLLPHDEDSSDDIAVGLTCQHVSYAVSVNHVKKAVAESLWSVCSECLKERRFCDGQPVLPADVWLCLKCGLQGCGKNSESQHSLRHFKSSGTESHCVVISLSTWVIWCYECNEKLSTHCNKKVLAQIVDFLQKHAFKTQTGAFSRIIKLCEEKREAGEIKKGKKGCTVPSVKGITNLGNTCFFNAVIQNLAQTYILFELMNEIKEDGTKFKISLSSAPQLEPLVVELSSPGPLTSALFLFLHSMKEAEKGPLSPKVLFNQLCQKAPRFKGFQQQDSQELLH.... Result: 0 (no interaction). (4) Result: 0 (no interaction). The miRNA is mmu-miR-29a-5p with sequence ACUGAUUUCUUUUGGUGUUCAG. The protein sequence of the target gene is MVAEVDSMPAASSVKKPFVLRSKMGKWCRHCFPCCRGSGKSNVGTSGDQDDSTMKTLRSKMGKWCCHCFPCCRGSGKSNVGAWGDYDDSAFVEPRYHVRREDLDKLHRAAWWGKVARKDLIVMLRDTDVNKQDKQKRTALHLASANGNSGVVKLLLDRRCQLNVLDNKKRTALTKAVQCQEDECALMLLEHGTDPNIPDEYGNTTLHYAIYNEDKLMAKALLLYGADIESKNKHGLTPLLLGVHEQKQQVVKFLIKKKANLNALDRYGRTALILAVCCGSASIVSLLLEQNIDVSSQDLS.... (5) The miRNA is hsa-miR-34b-3p with sequence CAAUCACUAACUCCACUGCCAU. The protein sequence of the target gene is MAPPLRPLARLRPPGMLLRALLLLLLLSPLPGVWCFSELSFVKEPQDVTVTRKDPVVLDCQAHGEVPIKVTWLKNGAKMSENKRIEVLSNGSLYISEVEGRRGEQSDEGFYQCLAMNKYGAILSQKAHLALSTISAFEVQPISTEVHEGGVARFACKISSHPPAVITWEFNRTTLPMTMDRITALPTGVLQIYDVSQRDSGNYRCIAATVAHRRKSMEASLTVIPAKESKSFHTPTIIAGPQNITTSLHQTVVLECMATGNPKPIISWSRLDHKSIDVFNTRVLGNGNLMISDVRLQHAG.... Result: 0 (no interaction).